From a dataset of Full USPTO retrosynthesis dataset with 1.9M reactions from patents (1976-2016). Predict the reactants needed to synthesize the given product. (1) Given the product [C:18]([O:17][C:15]([NH:14][CH2:13][CH2:12][CH2:11][O:10][C:6]1[CH:5]=[C:4]([CH:9]=[CH:8][CH:7]=1)[C:3]([OH:22])=[O:2])=[O:16])([CH3:21])([CH3:19])[CH3:20], predict the reactants needed to synthesize it. The reactants are: C[O:2][C:3](=[O:22])[C:4]1[CH:9]=[CH:8][CH:7]=[C:6]([O:10][CH2:11][CH2:12][CH2:13][NH:14][C:15]([O:17][C:18]([CH3:21])([CH3:20])[CH3:19])=[O:16])[CH:5]=1.[Li+].[OH-].Cl. (2) Given the product [CH3:11][CH:12]1[NH:6][C:4](=[O:5])[C:3]2[CH:7]=[CH:8][CH:9]=[CH:10][C:2]=2[O:1]1, predict the reactants needed to synthesize it. The reactants are: [OH:1][C:2]1[CH:10]=[CH:9][CH:8]=[CH:7][C:3]=1[C:4]([NH2:6])=[O:5].[CH3:11][CH:12]1OC(C)OC(C)O1. (3) Given the product [CH3:27][O:26][C:23](=[O:25])[CH2:24][O:22][CH2:21][C@@H:19]1[CH2:18][S:17][C:16]([C:13]2[NH:14][C:15]3[C:11]([CH:12]=2)=[CH:10][CH:9]=[CH:8][C:7]=3[NH:6][CH:1]2[CH2:2][CH2:3][CH2:4][CH2:5]2)=[N:20]1, predict the reactants needed to synthesize it. The reactants are: [CH:1]1([NH:6][C:7]2[CH:8]=[CH:9][CH:10]=[C:11]3[C:15]=2[NH:14][C:13]([C:16]2[S:17][CH2:18][C@@H:19]([CH2:21][OH:22])[N:20]=2)=[CH:12]3)[CH2:5][CH2:4][CH2:3][CH2:2]1.[C:23]([O:26][CH2:27]CBr)(=[O:25])[CH3:24]. (4) Given the product [C:22]1([C:2]2[CH:11]=[C:10]([C:12]([O:14][CH3:15])=[O:13])[CH:9]=[CH:8][C:3]=2[C:4]([O:6][CH3:7])=[O:5])[CH:27]=[CH:26][CH:25]=[CH:24][CH:23]=1, predict the reactants needed to synthesize it. The reactants are: I[C:2]1[CH:11]=[C:10]([C:12]([O:14][CH3:15])=[O:13])[CH:9]=[CH:8][C:3]=1[C:4]([O:6][CH3:7])=[O:5].C(=O)([O-])[O-].[Na+].[Na+].[C:22]1(B(O)O)[CH:27]=[CH:26][CH:25]=[CH:24][CH:23]=1. (5) Given the product [NH2:1][C:2]1[N:7]=[CH:6][N:5]=[C:4]2[N:8]([CH:24]([C:26]3[CH:27]=[C:28]4[N:33]([C:34]=3[C:35]3[CH:40]=[CH:39][CH:38]=[CH:37][N:36]=3)[CH:32]=[CH:31][CH:30]=[CH:29]4)[CH3:25])[N:9]=[C:10]([C:11]3[S:15][C:14]([NH2:16])=[N:13][CH:12]=3)[C:3]=12, predict the reactants needed to synthesize it. The reactants are: [NH2:1][C:2]1[N:7]=[CH:6][N:5]=[C:4]2[N:8]([CH:24]([C:26]3[CH:27]=[C:28]4[N:33]([C:34]=3[C:35]3[CH:40]=[CH:39][CH:38]=[CH:37][N:36]=3)[CH:32]=[CH:31][CH:30]=[CH:29]4)[CH3:25])[N:9]=[C:10]([C:11]3[S:15][C:14]([NH:16]C(=O)OC(C)(C)C)=[N:13][CH:12]=3)[C:3]=12.C(O)(C(F)(F)F)=O. (6) Given the product [Br:1][C:2]1[C:3]([NH:34][CH2:33][CH2:32][N:27]2[CH:31]=[CH:30][N:29]=[CH:28]2)=[N:4][C:5]([NH:8][C:9]2[CH:14]=[CH:13][C:12]([F:15])=[C:11]([Cl:16])[CH:10]=2)=[N:6][CH:7]=1, predict the reactants needed to synthesize it. The reactants are: [Br:1][C:2]1[C:3](Cl)=[N:4][C:5]([NH:8][C:9]2[CH:14]=[CH:13][C:12]([F:15])=[C:11]([Cl:16])[CH:10]=2)=[N:6][CH:7]=1.C(N(CC)C(C)C)(C)C.[N:27]1([CH2:32][CH2:33][NH2:34])[CH:31]=[CH:30][N:29]=[CH:28]1. (7) The reactants are: C([O:8][C:9]1[CH:10]=[C:11]([NH:15][C:16]([N:18]2[CH2:23][CH2:22][N:21]([C:24](=[O:40])[C:25]3[CH:30]=[CH:29][CH:28]=[C:27]([O:31][CH2:32][CH2:33][CH:34]4[CH2:39][CH2:38][CH2:37][CH2:36][CH2:35]4)[CH:26]=3)[CH2:20][CH2:19]2)=[O:17])[CH:12]=[N:13][CH:14]=1)C1C=CC=CC=1. Given the product [CH:34]1([CH2:33][CH2:32][O:31][C:27]2[CH:26]=[C:25]([CH:30]=[CH:29][CH:28]=2)[C:24]([N:21]2[CH2:20][CH2:19][N:18]([C:16]([NH:15][C:11]3[CH:12]=[N:13][CH:14]=[C:9]([OH:8])[CH:10]=3)=[O:17])[CH2:23][CH2:22]2)=[O:40])[CH2:39][CH2:38][CH2:37][CH2:36][CH2:35]1, predict the reactants needed to synthesize it. (8) Given the product [Cl:1][C:2]1[NH:3][CH:4]=[C:5]([C:7]([NH2:12])=[O:9])[N:6]=1, predict the reactants needed to synthesize it. The reactants are: [Cl:1][C:2]1[NH:3][CH:4]=[C:5]([C:7]([OH:9])=O)[N:6]=1.CC[N:12](C(C)C)C(C)C. (9) Given the product [CH3:21][O:20][C:18]([C:17]1[C:16](=[O:22])[NH:1][C:2]2[C:3]([CH:4]=1)=[CH:6][CH:7]=[CH:8][C:9]=2[O:10][CH3:11])=[O:19], predict the reactants needed to synthesize it. The reactants are: [NH2:1][C:2]1[C:9]([O:10][CH3:11])=[CH:8][CH:7]=[CH:6][C:3]=1[CH:4]=O.C(O)(=O)C.[C:16](OC)(=[O:22])[CH2:17][C:18]([O:20][CH3:21])=[O:19].N1CCCCC1. (10) Given the product [Cl:1][C:2]1[CH:16]=[C:15]([F:17])[C:14]([N:18]2[C:23](=[O:24])[CH:22]=[C:21]([C:25]([F:28])([F:27])[F:26])[N:20]([CH3:29])[C:19]2=[O:30])=[CH:13][C:3]=1[O:4][C:5]1[C:6](=[O:11])[NH:7][CH:8]=[CH:9][CH:10]=1, predict the reactants needed to synthesize it. The reactants are: [Cl:1][C:2]1[CH:16]=[C:15]([F:17])[C:14]([N:18]2[C:23](=[O:24])[CH:22]=[C:21]([C:25]([F:28])([F:27])[F:26])[N:20]([CH3:29])[C:19]2=[O:30])=[CH:13][C:3]=1[O:4][C:5]1[C:6]([O:11]C)=[N:7][CH:8]=[CH:9][CH:10]=1.B(Br)(Br)Br.